From a dataset of Forward reaction prediction with 1.9M reactions from USPTO patents (1976-2016). Predict the product of the given reaction. Given the reactants [CH2:1]([O:8][C:9]([NH:11][CH2:12][CH2:13][C:14]1[CH:23]=[CH:22][C:17]([C:18]([O:20]C)=[O:19])=[CH:16][CH:15]=1)=[O:10])[C:2]1[CH:7]=[CH:6][CH:5]=[CH:4][CH:3]=1.[CH3:24]I.[H-].[Na+].Cl, predict the reaction product. The product is: [CH2:1]([O:8][C:9]([N:11]([CH3:24])[CH2:12][CH2:13][C:14]1[CH:23]=[CH:22][C:17]([C:18]([OH:20])=[O:19])=[CH:16][CH:15]=1)=[O:10])[C:2]1[CH:7]=[CH:6][CH:5]=[CH:4][CH:3]=1.